From a dataset of Full USPTO retrosynthesis dataset with 1.9M reactions from patents (1976-2016). Predict the reactants needed to synthesize the given product. (1) Given the product [Cl:1][C:2]([Cl:6])([Cl:5])[CH2:3][O:4][S:7]([N:12]=[N+:13]=[N-:14])(=[O:9])=[O:8], predict the reactants needed to synthesize it. The reactants are: [Cl:1][C:2]([Cl:6])([Cl:5])[CH2:3][OH:4].[S:7](Cl)(Cl)(=[O:9])=[O:8].[N-:12]=[N+:13]=[N-:14].[Na+].[Cl-]. (2) Given the product [Br-:13].[CH2:10]([O:9][C:8]([NH:7][C:4]1[CH:3]=[CH:2][N+:1]([CH2:14][C:15]([C:17]2[CH:22]=[CH:21][C:20]([N+:23]([O-:25])=[O:24])=[C:19]([O:26][CH3:27])[CH:18]=2)=[O:16])=[CH:6][CH:5]=1)=[O:12])[CH3:11], predict the reactants needed to synthesize it. The reactants are: [N:1]1[CH:6]=[CH:5][C:4]([NH:7][C:8](=[O:12])[O:9][CH2:10][CH3:11])=[CH:3][CH:2]=1.[Br:13][CH2:14][C:15]([C:17]1[CH:22]=[CH:21][C:20]([N+:23]([O-:25])=[O:24])=[C:19]([O:26][CH3:27])[CH:18]=1)=[O:16]. (3) Given the product [CH3:27][O:26][C:24]1[CH:23]=[C:19]([CH:18]=[C:17]([O:16][CH3:15])[CH:25]=1)[C:20]([NH:22][CH2:28][N:10]1[CH2:9][CH2:8][N:7]([C:2]2[CH:3]=[CH:4][CH:5]=[CH:6][N:1]=2)[CH2:12][CH2:11]1)=[O:21], predict the reactants needed to synthesize it. The reactants are: [N:1]1[CH:6]=[CH:5][CH:4]=[CH:3][C:2]=1[N:7]1[CH2:12][CH2:11][NH:10][CH2:9][CH2:8]1.C=O.[CH3:15][O:16][C:17]1[CH:18]=[C:19]([CH:23]=[C:24]([O:26][CH3:27])[CH:25]=1)[C:20]([NH2:22])=[O:21].[C:28](=O)([O-])[O-].[K+].[K+]. (4) Given the product [CH3:28][C:29]1[CH:35]=[CH:34][CH:33]=[C:32]([CH3:36])[C:30]=1[N:31]1[C:1]([C:2]2[CH:7]=[CH:6][CH:5]=[CH:4][CH:3]=2)=[N:9][N:10]=[C:11]1[C:12]1[CH:17]=[CH:16][CH:15]=[CH:14][CH:13]=1, predict the reactants needed to synthesize it. The reactants are: [C:1]([NH:9][NH:10][C:11](=O)[C:12]1[CH:17]=[CH:16][CH:15]=[CH:14][CH:13]=1)(=O)[C:2]1[CH:7]=[CH:6][CH:5]=[CH:4][CH:3]=1.CN(C)C1C=CC=CC=1.[CH3:28][C:29]1[CH:35]=[CH:34][CH:33]=[C:32]([CH3:36])[C:30]=1[NH2:31]. (5) Given the product [OH:1][C:2]1[CH:3]=[CH:4][C:5]([CH:8]=[O:9])=[N:6][CH:7]=1, predict the reactants needed to synthesize it. The reactants are: [OH:1][C:2]1[CH:3]=[CH:4][C:5]([CH2:8][OH:9])=[N:6][CH:7]=1.